This data is from Reaction yield outcomes from USPTO patents with 853,638 reactions. The task is: Predict the reaction yield, written as a fraction of the theoretical maximum amount of product (1.0 means a 100% yield; for example, 0.34 means a 34% yield). (1) The reactants are [OH:1][C:2]1[CH:7]=[CH:6][C:5]([C:8]2[NH:9][C:10]3[N:11]([N:15]=[C:16]([CH3:24])[C:17]=3[C:18]3[CH:23]=[CH:22][CH:21]=[CH:20][N:19]=3)[C:12](=[O:14])[CH:13]=2)=[CH:4][CH:3]=1.C(N(CC)CC)C.[N:32]([CH3:35])=[C:33]=[O:34]. The catalyst is ClCCl.C1(C)C=CC=CC=1. The yield is 0.220. The product is [CH3:35][NH:32][C:33](=[O:34])[O:1][C:2]1[CH:7]=[CH:6][C:5]([C:8]2[NH:9][C:10]3[N:11]([N:15]=[C:16]([CH3:24])[C:17]=3[C:18]3[CH:23]=[CH:22][CH:21]=[CH:20][N:19]=3)[C:12](=[O:14])[CH:13]=2)=[CH:4][CH:3]=1. (2) The reactants are O1C2([CH2:10][CH2:9][N:8]([C:11]3[N:12]=[C:13]([NH:27][CH3:28])[C:14]4[N:15]=[C:16]([NH:23]CCC)[N:17]=[C:18]([NH:21][CH3:22])[C:19]=4[N:20]=3)[CH2:7][CH2:6]2)OCC1.Cl.[C:30]([O-:33])(O)=O.[Na+]. The catalyst is C1COCC1. The product is [O:33]=[C:30]1[CH2:6][CH2:7][N:8]([C:11]2[N:12]=[C:13]([NH:27][CH3:28])[C:14]3[N:15]=[C:16]([NH:23][NH:12][CH2:13][CH2:14][CH3:19])[N:17]=[C:18]([NH:21][CH3:22])[C:19]=3[N:20]=2)[CH2:9][CH2:10]1. The yield is 0.800.